Dataset: Forward reaction prediction with 1.9M reactions from USPTO patents (1976-2016). Task: Predict the product of the given reaction. (1) Given the reactants [Cl:1][C:2]1[CH:3]=[C:4]([C:9]2[CH:14]=[C:13]([CH2:15][CH2:16][C:17]3[CH:22]=[CH:21][C:20]([Cl:23])=[CH:19][CH:18]=3)[CH:12]=[C:11]([CH:24]=O)[C:10]=2[OH:26])[CH:5]=[CH:6][C:7]=1[Cl:8].[C:27]([NH2:31])([CH3:30])([CH3:29])[CH3:28], predict the reaction product. The product is: [ClH:1].[C:27]([NH:31][CH2:24][C:11]1[CH:12]=[C:13]([CH2:15][CH2:16][C:17]2[CH:22]=[CH:21][C:20]([Cl:23])=[CH:19][CH:18]=2)[CH:14]=[C:9]([C:4]2[CH:5]=[CH:6][C:7]([Cl:8])=[C:2]([Cl:1])[CH:3]=2)[C:10]=1[OH:26])([CH3:30])([CH3:29])[CH3:28]. (2) Given the reactants [NH2:1][C:2]1[C:11]2[N:12]=[C:13]([CH2:26][O:27][CH2:28][CH3:29])[N:14]([CH2:15][CH2:16][CH2:17][NH:18]C(=O)OC(C)(C)C)[C:10]=2[C:9]2[CH:8]=[CH:7][CH:6]=[CH:5][C:4]=2[N:3]=1.Cl, predict the reaction product. The product is: [NH2:18][CH2:17][CH2:16][CH2:15][N:14]1[C:10]2[C:9]3[CH:8]=[CH:7][CH:6]=[CH:5][C:4]=3[N:3]=[C:2]([NH2:1])[C:11]=2[N:12]=[C:13]1[CH2:26][O:27][CH2:28][CH3:29]. (3) Given the reactants [F:1][C:2]1[CH:3]=[C:4]([CH2:19][C:20]([O:22][CH2:23][CH3:24])=[O:21])[CH:5]=[C:6]([O:11]CC2C=CC=CC=2)[C:7]=1[N+:8]([O-])=O, predict the reaction product. The product is: [NH2:8][C:7]1[C:6]([OH:11])=[CH:5][C:4]([CH2:19][C:20]([O:22][CH2:23][CH3:24])=[O:21])=[CH:3][C:2]=1[F:1]. (4) Given the reactants O.O.[OH:3][C@@H:4]([CH:26]([CH3:28])[CH3:27])[C:5]([NH:7][C@@H:8]([CH3:25])[C:9](=[O:24])[NH:10][C@H:11]1[C:17]2[CH:18]=[CH:19][CH:20]=[CH:21][C:16]=2[CH2:15][CH2:14][N:13]([CH3:22])[C:12]1=[O:23])=[O:6], predict the reaction product. The product is: [OH:3][C@@H:4]([CH:26]([CH3:28])[CH3:27])[C:5]([NH:7][C@@H:8]([CH3:25])[C:9](=[O:24])[NH:10][C@H:11]1[C:17]2[CH:18]=[CH:19][CH:20]=[CH:21][C:16]=2[CH2:15][CH2:14][N:13]([CH3:22])[C:12]1=[O:23])=[O:6]. (5) The product is: [S:7]1[C:11]2[CH:12]=[CH:13][CH:14]=[CH:15][C:10]=2[N:9]=[C:8]1[C:16]1[CH:21]=[CH:20][C:19]([O:22][CH3:23])=[CH:18][C:17]=1[NH:24][CH2:25][C:26]1[CH:31]=[CH:30][C:29]([O:32][CH2:33][CH2:34][N:35]2[CH2:40][CH2:39][CH2:38][CH2:37][CH2:36]2)=[C:28]([F:41])[CH:27]=1. Given the reactants [H-].[Al+3].[Li+].[H-].[H-].[H-].[S:7]1[C:11]2[CH:12]=[CH:13][CH:14]=[CH:15][C:10]=2[N:9]=[C:8]1[C:16]1[CH:21]=[CH:20][C:19]([O:22][CH3:23])=[CH:18][C:17]=1[NH:24][C:25](=O)[C:26]1[CH:31]=[CH:30][C:29]([O:32][CH2:33][CH2:34][N:35]2[CH2:40][CH2:39][CH2:38][CH2:37][CH2:36]2)=[C:28]([F:41])[CH:27]=1.O, predict the reaction product.